This data is from NCI-60 drug combinations with 297,098 pairs across 59 cell lines. The task is: Regression. Given two drug SMILES strings and cell line genomic features, predict the synergy score measuring deviation from expected non-interaction effect. (1) Drug 1: C1=C(C(=O)NC(=O)N1)N(CCCl)CCCl. Drug 2: CS(=O)(=O)CCNCC1=CC=C(O1)C2=CC3=C(C=C2)N=CN=C3NC4=CC(=C(C=C4)OCC5=CC(=CC=C5)F)Cl. Cell line: SK-OV-3. Synergy scores: CSS=23.7, Synergy_ZIP=-5.38, Synergy_Bliss=-0.678, Synergy_Loewe=-6.89, Synergy_HSA=0.978. (2) Drug 1: CN(C)N=NC1=C(NC=N1)C(=O)N. Drug 2: CC(C)(C#N)C1=CC(=CC(=C1)CN2C=NC=N2)C(C)(C)C#N. Cell line: SF-295. Synergy scores: CSS=7.78, Synergy_ZIP=-3.29, Synergy_Bliss=-4.18, Synergy_Loewe=-1.85, Synergy_HSA=-1.84. (3) Drug 1: CC1CCC2CC(C(=CC=CC=CC(CC(C(=O)C(C(C(=CC(C(=O)CC(OC(=O)C3CCCCN3C(=O)C(=O)C1(O2)O)C(C)CC4CCC(C(C4)OC)OCCO)C)C)O)OC)C)C)C)OC. Drug 2: CN(CC1=CN=C2C(=N1)C(=NC(=N2)N)N)C3=CC=C(C=C3)C(=O)NC(CCC(=O)O)C(=O)O. Cell line: U251. Synergy scores: CSS=30.9, Synergy_ZIP=1.10, Synergy_Bliss=-1.24, Synergy_Loewe=-24.6, Synergy_HSA=-1.94. (4) Drug 1: CCC1=C2CN3C(=CC4=C(C3=O)COC(=O)C4(CC)O)C2=NC5=C1C=C(C=C5)O. Drug 2: CC1=C(C(=O)C2=C(C1=O)N3CC4C(C3(C2COC(=O)N)OC)N4)N. Cell line: DU-145. Synergy scores: CSS=84.5, Synergy_ZIP=5.42, Synergy_Bliss=4.36, Synergy_Loewe=5.65, Synergy_HSA=9.08.